This data is from NCI-60 drug combinations with 297,098 pairs across 59 cell lines. The task is: Regression. Given two drug SMILES strings and cell line genomic features, predict the synergy score measuring deviation from expected non-interaction effect. (1) Drug 1: CCN(CC)CCCC(C)NC1=C2C=C(C=CC2=NC3=C1C=CC(=C3)Cl)OC. Drug 2: C(CN)CNCCSP(=O)(O)O. Cell line: SK-MEL-2. Synergy scores: CSS=15.6, Synergy_ZIP=-0.0495, Synergy_Bliss=9.58, Synergy_Loewe=-7.86, Synergy_HSA=5.85. (2) Drug 1: CN(C)N=NC1=C(NC=N1)C(=O)N. Drug 2: C1=CC(=CC=C1CCCC(=O)O)N(CCCl)CCCl. Cell line: SNB-19. Synergy scores: CSS=22.5, Synergy_ZIP=3.73, Synergy_Bliss=9.33, Synergy_Loewe=-4.26, Synergy_HSA=7.53.